Dataset: Full USPTO retrosynthesis dataset with 1.9M reactions from patents (1976-2016). Task: Predict the reactants needed to synthesize the given product. (1) Given the product [Cl:1][C:2]1[CH:3]=[CH:4][C:5]2[N:6]([C:8]([C:11]([C:13]3[C:14]([F:24])=[C:15]4[C:20](=[CH:21][C:22]=3[F:23])[N:19]=[CH:18][CH:17]=[CH:16]4)=[O:12])=[CH:9][N:10]=2)[N:7]=1, predict the reactants needed to synthesize it. The reactants are: [Cl:1][C:2]1[CH:3]=[CH:4][C:5]2[N:6]([C:8]([CH:11]([C:13]3[C:14]([F:24])=[C:15]4[C:20](=[CH:21][C:22]=3[F:23])[N:19]=[CH:18][CH:17]=[CH:16]4)[OH:12])=[CH:9][N:10]=2)[N:7]=1.CC(OI1(OC(C)=O)(OC(C)=O)OC(=O)C2C=CC=CC1=2)=O. (2) Given the product [F:1][C:2]1[C:3]([CH2:18][C:24]([OH:26])=[O:25])=[C:4]([C:8]2[C:17]3[C:12](=[CH:13][CH:14]=[CH:15][CH:16]=3)[CH:11]=[CH:10][N:9]=2)[CH:5]=[CH:6][CH:7]=1, predict the reactants needed to synthesize it. The reactants are: [F:1][C:2]1[CH:3]=[C:4]([C:8]2[C:17]3[C:12](=[CH:13][CH:14]=[CH:15][CH:16]=3)[CH:11]=[CH:10][N:9]=2)[CH:5]=[CH:6][CH:7]=1.[CH2:18]([Li])CCC.Cl[C:24]([O:26]C)=[O:25]. (3) Given the product [OH-:8].[NH2:1][C:2]1[NH:6][N:5]=[N:4][N:3]=1.[Cu+2:11].[OH-:13], predict the reactants needed to synthesize it. The reactants are: [NH2:1][C:2]1[NH:6][N:5]=[N:4][N:3]=1.[N+]([O-])([O-])=[O:8].[Cu+2:11].[N+]([O-])([O-])=[O:13]. (4) Given the product [CH:5]12[N:8]([C:16]([Cl:15])=[O:18])[CH:1]([CH2:7][CH2:6]1)[CH2:2][CH2:3][CH2:4]2, predict the reactants needed to synthesize it. The reactants are: [CH:1]12[NH:8][CH:5]([CH2:6][CH2:7]1)[CH2:4][CH2:3][CH2:2]2.N1C=CC=CC=1.[Cl:15][C:16](Cl)([O:18]C(=O)OC(Cl)(Cl)Cl)Cl. (5) Given the product [Cl:15][C:11]1[CH:10]=[C:9]([C:7]2[N:6]=[C:5]3[CH2:16][CH2:17][CH2:18][C:4]3=[C:3]([NH:19][C:20]3[CH:25]=[CH:24][C:23]([CH2:26][C:27]#[N:28])=[CH:22][CH:21]=3)[CH:8]=2)[CH:14]=[CH:13][CH:12]=1, predict the reactants needed to synthesize it. The reactants are: Cl.Cl[C:3]1[CH:8]=[C:7]([C:9]2[CH:14]=[CH:13][CH:12]=[C:11]([Cl:15])[CH:10]=2)[N:6]=[C:5]2[CH2:16][CH2:17][CH2:18][C:4]=12.[NH2:19][C:20]1[CH:25]=[CH:24][C:23]([CH2:26][C:27]#[N:28])=[CH:22][CH:21]=1.